Dataset: Reaction yield outcomes from USPTO patents with 853,638 reactions. Task: Predict the reaction yield, written as a fraction of the theoretical maximum amount of product (1.0 means a 100% yield; for example, 0.34 means a 34% yield). (1) The reactants are [F:1][C:2]1[CH:3]=[C:4]([OH:9])[CH:5]=[C:6]([F:8])[CH:7]=1.[O:10]1[CH2:15][CH2:14][CH:13](O)[CH2:12][CH2:11]1.C1(P(C2C=CC=CC=2)C2C=CC=CC=2)C=CC=CC=1.CC(OC(/N=N/C(OC(C)C)=O)=O)C. The catalyst is C1COCC1. The product is [F:1][C:2]1[CH:3]=[C:4]([CH:5]=[C:6]([F:8])[CH:7]=1)[O:9][CH:13]1[CH2:14][CH2:15][O:10][CH2:11][CH2:12]1. The yield is 0.900. (2) The reactants are [O:1]1[CH2:5][CH2:4][NH:3][C:2]1=[O:6].C(=O)([O-])[O-].[K+].[K+].[C:13]1(C)[CH:18]=CC=[CH:15][CH:14]=1.S(C1C=CC(C)=CC=1)([O-])(=O)=O. The catalyst is [Br-].C([N+](CCCC)(CCCC)CCCC)CCC.O. The product is [CH2:15]([N:3]1[CH2:4][CH2:5][O:1][C:2]1=[O:6])[CH2:14][C:13]#[CH:18]. The yield is 0.830. (3) The reactants are [CH2:1]([NH:5][NH2:6])[CH2:2][CH2:3][CH3:4].C(N(CC)CC)C.[C:14](O[C:14]([O:16][C:17]([CH3:20])([CH3:19])[CH3:18])=[O:15])([O:16][C:17]([CH3:20])([CH3:19])[CH3:18])=[O:15].O. The catalyst is ClCCl. The product is [C:17]([O:16][C:14]([N:5]([CH2:1][CH2:2][CH2:3][CH3:4])[NH2:6])=[O:15])([CH3:20])([CH3:19])[CH3:18]. The yield is 0.750. (4) The reactants are C[S-].[Na+].[CH3:4][O:5][C:6]1[CH:11]=[C:10]([O:12]C)[C:9]([CH:14]2[CH2:19][C:18]([CH3:33])([S:20]([C:23]3[CH:28]=[CH:27][CH:26]=[C:25]([C:29]([F:32])([F:31])[F:30])[CH:24]=3)(=[O:22])=[O:21])[CH2:17][CH2:16][O:15]2)=[CH:8][N:7]=1.O.Cl. The catalyst is CN(C=O)C. The product is [CH3:4][O:5][C:6]1[CH:11]=[C:10]([OH:12])[C:9]([CH:14]2[CH2:19][C:18]([CH3:33])([S:20]([C:23]3[CH:28]=[CH:27][CH:26]=[C:25]([C:29]([F:32])([F:30])[F:31])[CH:24]=3)(=[O:22])=[O:21])[CH2:17][CH2:16][O:15]2)=[CH:8][N:7]=1. The yield is 0.680.